This data is from Full USPTO retrosynthesis dataset with 1.9M reactions from patents (1976-2016). The task is: Predict the reactants needed to synthesize the given product. (1) Given the product [CH2:12]([O:11][C:10]1[C:6]2[C:5](=[O:25])[N:4]([CH2:26][C:27]3[CH:32]=[CH:31][C:30]([F:33])=[CH:29][CH:28]=3)[N:3]=[C:2]([NH:1][C:43](=[O:45])[CH3:44])[C:7]=2[N:8]2[CH2:22][CH2:21][N:20]([CH3:23])[C:19](=[O:24])[C:9]=12)[C:13]1[CH:18]=[CH:17][CH:16]=[CH:15][CH:14]=1, predict the reactants needed to synthesize it. The reactants are: [NH2:1][C:2]1[C:7]2[N:8]3[CH2:22][CH2:21][N:20]([CH3:23])[C:19](=[O:24])[C:9]3=[C:10]([O:11][CH2:12][C:13]3[CH:18]=[CH:17][CH:16]=[CH:15][CH:14]=3)[C:6]=2[C:5](=[O:25])[N:4]([CH2:26][C:27]2[CH:32]=[CH:31][C:30]([F:33])=[CH:29][CH:28]=2)[N:3]=1.C(N(C(C)C)CC)(C)C.[C:43](Cl)(=[O:45])[CH3:44]. (2) Given the product [NH2:1][C:2]1[N:10]=[CH:9][N:8]=[C:7]2[C:3]=1[N:4]=[C:5]([S:17][C:18]1[C:27]3[C:22](=[CH:23][CH:24]=[CH:25][CH:26]=3)[CH:21]=[CH:20][CH:19]=1)[N:6]2[CH2:11][CH2:12][OH:13], predict the reactants needed to synthesize it. The reactants are: [NH2:1][C:2]1[N:10]=[CH:9][N:8]=[C:7]2[C:3]=1[N:4]=[C:5]([S:17][C:18]1[C:27]3[C:22](=[CH:23][CH:24]=[CH:25][CH:26]=3)[CH:21]=[CH:20][CH:19]=1)[N:6]2[CH2:11][CH2:12][O:13]C(=O)C.